From a dataset of Reaction yield outcomes from USPTO patents with 853,638 reactions. Predict the reaction yield, written as a fraction of the theoretical maximum amount of product (1.0 means a 100% yield; for example, 0.34 means a 34% yield). The yield is 0.710. The reactants are C1(OC2C=CC=CC=2)C=CC=CC=1.[N:14]1([NH:19][CH:20]=[C:21]([C:27]([O:29]CC)=O)[C:22]([O:24][CH2:25][CH3:26])=[O:23])[CH:18]=[CH:17][CH:16]=[CH:15]1. The product is [O:29]=[C:27]1[C:21]([C:22]([O:24][CH2:25][CH3:26])=[O:23])=[CH:20][NH:19][N:14]2[CH:15]=[CH:16][CH:17]=[C:18]12. No catalyst specified.